From a dataset of NCI-60 drug combinations with 297,098 pairs across 59 cell lines. Regression. Given two drug SMILES strings and cell line genomic features, predict the synergy score measuring deviation from expected non-interaction effect. (1) Drug 1: CN(C)N=NC1=C(NC=N1)C(=O)N. Drug 2: CC1=CC=C(C=C1)C2=CC(=NN2C3=CC=C(C=C3)S(=O)(=O)N)C(F)(F)F. Cell line: NCI/ADR-RES. Synergy scores: CSS=-1.93, Synergy_ZIP=-0.851, Synergy_Bliss=-3.61, Synergy_Loewe=-4.54, Synergy_HSA=-4.20. (2) Drug 1: CC1=C(C=C(C=C1)NC2=NC=CC(=N2)N(C)C3=CC4=NN(C(=C4C=C3)C)C)S(=O)(=O)N.Cl. Drug 2: C1=CN(C=N1)CC(O)(P(=O)(O)O)P(=O)(O)O. Cell line: M14. Synergy scores: CSS=7.95, Synergy_ZIP=3.49, Synergy_Bliss=11.0, Synergy_Loewe=7.12, Synergy_HSA=7.66. (3) Drug 1: C1=NC2=C(N=C(N=C2N1C3C(C(C(O3)CO)O)F)Cl)N. Drug 2: CC1C(C(CC(O1)OC2CC(CC3=C2C(=C4C(=C3O)C(=O)C5=C(C4=O)C(=CC=C5)OC)O)(C(=O)CO)O)N)O.Cl. Cell line: MOLT-4. Synergy scores: CSS=64.3, Synergy_ZIP=-1.45, Synergy_Bliss=-3.43, Synergy_Loewe=-4.40, Synergy_HSA=-2.35. (4) Drug 1: CC1=C(C=C(C=C1)NC2=NC=CC(=N2)N(C)C3=CC4=NN(C(=C4C=C3)C)C)S(=O)(=O)N.Cl. Drug 2: C1=CC(=C2C(=C1NCCNCCO)C(=O)C3=C(C=CC(=C3C2=O)O)O)NCCNCCO. Cell line: U251. Synergy scores: CSS=55.2, Synergy_ZIP=3.78, Synergy_Bliss=2.49, Synergy_Loewe=-5.45, Synergy_HSA=5.51. (5) Drug 1: CC(CN1CC(=O)NC(=O)C1)N2CC(=O)NC(=O)C2. Drug 2: CCN(CC)CCCC(C)NC1=C2C=C(C=CC2=NC3=C1C=CC(=C3)Cl)OC. Cell line: HL-60(TB). Synergy scores: CSS=73.1, Synergy_ZIP=12.3, Synergy_Bliss=6.72, Synergy_Loewe=9.62, Synergy_HSA=9.51. (6) Drug 1: CC1=C(C=C(C=C1)C(=O)NC2=CC(=CC(=C2)C(F)(F)F)N3C=C(N=C3)C)NC4=NC=CC(=N4)C5=CN=CC=C5. Drug 2: CCCCC(=O)OCC(=O)C1(CC(C2=C(C1)C(=C3C(=C2O)C(=O)C4=C(C3=O)C=CC=C4OC)O)OC5CC(C(C(O5)C)O)NC(=O)C(F)(F)F)O. Cell line: RPMI-8226. Synergy scores: CSS=53.4, Synergy_ZIP=-3.53, Synergy_Bliss=-2.31, Synergy_Loewe=-0.911, Synergy_HSA=1.40.